This data is from Full USPTO retrosynthesis dataset with 1.9M reactions from patents (1976-2016). The task is: Predict the reactants needed to synthesize the given product. (1) Given the product [CH3:40][N:39]([CH3:42])[CH2:38][CH2:37][CH2:36][N:34]([CH3:35])[C:33]([NH:32][C:28]1[CH:27]=[C:26]([O:25][C:24]2[CH:45]=[CH:46][C:21]([NH:20][C:12]([NH:13][C:8](=[O:9])[CH2:7][C:1]3[CH:6]=[CH:5][CH:4]=[CH:3][CH:2]=3)=[S:11])=[CH:22][C:23]=2[F:47])[N:31]=[CH:30][N:29]=1)=[O:44], predict the reactants needed to synthesize it. The reactants are: [C:1]1([CH2:7][C:8](Cl)=[O:9])[CH:6]=[CH:5][CH:4]=[CH:3][CH:2]=1.[S-:11][C:12]#[N:13].[K+].C(=O)([O-])O.[Na+].[NH2:20][C:21]1[CH:46]=[CH:45][C:24]([O:25][C:26]2[N:31]=[CH:30][N:29]=[C:28]([NH:32][C:33](=[O:44])[N:34]([CH2:36][CH2:37][CH2:38][N:39]([CH2:42]C)[CH2:40]C)[CH3:35])[CH:27]=2)=[C:23]([F:47])[CH:22]=1. (2) Given the product [CH2:29]([O:31][C:32](=[O:33])[CH2:34][CH2:35][C:36]1[CH:41]=[CH:40][C:39]([C:2]2[CH:7]=[CH:6][C:5]([C:8]3[O:12][N:11]=[C:10]([CH3:13])[C:9]=3[NH:14][CH:15]([CH3:28])[CH2:16][CH2:17][C:18]3[CH:23]=[CH:22][CH:21]=[C:20]([C:24]([F:27])([F:26])[F:25])[CH:19]=3)=[CH:4][CH:3]=2)=[CH:38][CH:37]=1)[CH3:30], predict the reactants needed to synthesize it. The reactants are: Br[C:2]1[CH:7]=[CH:6][C:5]([C:8]2[O:12][N:11]=[C:10]([CH3:13])[C:9]=2[NH:14][CH:15]([CH3:28])[CH2:16][CH2:17][C:18]2[CH:23]=[CH:22][CH:21]=[C:20]([C:24]([F:27])([F:26])[F:25])[CH:19]=2)=[CH:4][CH:3]=1.[CH2:29]([O:31][C:32]([CH2:34][CH2:35][C:36]1[CH:41]=[CH:40][C:39](B(O)O)=[CH:38][CH:37]=1)=[O:33])[CH3:30].